This data is from Full USPTO retrosynthesis dataset with 1.9M reactions from patents (1976-2016). The task is: Predict the reactants needed to synthesize the given product. Given the product [NH2:12][C:5]1[C:6]([CH3:11])=[CH:7][C:8]([I:10])=[CH:9][C:4]=1[C:1](=[O:3])[CH3:2], predict the reactants needed to synthesize it. The reactants are: [C:1]([C:4]1[CH:9]=[C:8]([I:10])[CH:7]=[C:6]([CH3:11])[C:5]=1[NH:12]C(=O)C(F)(F)F)(=[O:3])[CH3:2].[OH-].[Na+].O.